This data is from Full USPTO retrosynthesis dataset with 1.9M reactions from patents (1976-2016). The task is: Predict the reactants needed to synthesize the given product. (1) The reactants are: [C:1](#[N:3])[CH3:2].[Li+].CC([N-]C(C)C)C.[CH3:12][O:13][C:14]1[N:19]=[C:18]([CH2:20][CH2:21][C:22](OC)=O)[CH:17]=[CH:16][CH:15]=1.Cl.[NH2:27][NH2:28]. Given the product [CH3:12][O:13][C:14]1[N:19]=[C:18]([CH2:20][CH2:21][C:22]2[NH:28][N:27]=[C:1]([NH2:3])[CH:2]=2)[CH:17]=[CH:16][CH:15]=1, predict the reactants needed to synthesize it. (2) Given the product [Cl:1][C:2]1[C:7]([C:8]2[CH:13]=[CH:12][CH:11]=[C:10]([CH2:14][N:51]3[CH2:52][C@@H:53]4[CH2:56][C@H:50]3[CH2:55][NH:54]4)[CH:9]=2)=[CH:6][C:5]([CH2:16][NH:17][C:18]([C:20]2[CH:25]=[CH:24][CH:23]=[C:22]([C:26]([NH:28][CH2:29][C:30]3[C:31]([NH:43][CH:44]4[CH2:45][CH2:46][O:47][CH2:48][CH2:49]4)=[C:32]4[CH:40]=[N:39][N:38]([CH2:41][CH3:42])[C:33]4=[N:34][C:35]=3[CH2:36][CH3:37])=[O:27])[CH:21]=2)=[O:19])=[CH:4][CH:3]=1, predict the reactants needed to synthesize it. The reactants are: [Cl:1][C:2]1[C:7]([C:8]2[CH:13]=[CH:12][CH:11]=[C:10]([CH:14]=O)[CH:9]=2)=[CH:6][C:5]([CH2:16][NH:17][C:18]([C:20]2[CH:25]=[CH:24][CH:23]=[C:22]([C:26]([NH:28][CH2:29][C:30]3[C:31]([NH:43][CH:44]4[CH2:49][CH2:48][O:47][CH2:46][CH2:45]4)=[C:32]4[CH:40]=[N:39][N:38]([CH2:41][CH3:42])[C:33]4=[N:34][C:35]=3[CH2:36][CH3:37])=[O:27])[CH:21]=2)=[O:19])=[CH:4][CH:3]=1.[C@H:50]12[CH2:56][C@H:53]([NH:54][CH2:55]1)[CH2:52][N:51]2C([O-])=O.C(O)(=O)C.C(O[BH-](OC(=O)C)OC(=O)C)(=O)C.[Na+].C(O)(C(F)(F)F)=O. (3) Given the product [CH3:45][O:44][C:38]1[CH:37]=[C:36]2[C:41]([CH:42]=[CH:43][C:34]([C:18]3[C:17]4[C:12]([C:11]([C:1]5[C:10]6[C:5](=[CH:6][CH:7]=[CH:8][CH:9]=6)[CH:4]=[CH:3][CH:2]=5)=[C:24]5[C:19]=3[CH:20]=[CH:21][CH:22]=[CH:23]5)=[CH:13][CH:14]=[CH:15][CH:16]=4)=[CH:35]2)=[CH:40][CH:39]=1, predict the reactants needed to synthesize it. The reactants are: [C:1]1([C:11]2[C:24]3[C:19](=[CH:20][CH:21]=[CH:22][CH:23]=3)[C:18](B(O)O)=[C:17]3[C:12]=2[CH:13]=[CH:14][CH:15]=[CH:16]3)[C:10]2[C:5](=[CH:6][CH:7]=[CH:8][CH:9]=2)[CH:4]=[CH:3][CH:2]=1.FC(F)(F)S(O[C:34]1[CH:43]=[CH:42][C:41]2[C:36](=[CH:37][C:38]([O:44][CH3:45])=[CH:39][CH:40]=2)[CH:35]=1)(=O)=O.P([O-])([O-])([O-])=O.[K+].[K+].[K+].C1(C(=CC(=CC=1)C)C)C. (4) Given the product [ClH:1].[ClH:49].[CH3:24][N:23]([CH2:22][C@H:19]1[CH2:20][CH2:21][C@H:16]([NH:15][C:5]2[C:4]3[C:9](=[CH:10][CH:11]=[C:2]([C:31]4[CH:32]=[CH:33][C:28]([O:27][CH3:26])=[CH:29][CH:30]=4)[N:3]=3)[N:8]=[CH:7][C:6]=2[C:12](=[O:14])[CH3:13])[CH2:17][CH2:18]1)[CH3:25], predict the reactants needed to synthesize it. The reactants are: [Cl:1][C:2]1[N:3]=[C:4]2[C:9](=[CH:10][CH:11]=1)[N:8]=[CH:7][C:6]([C:12](=[O:14])[CH3:13])=[C:5]2[NH:15][C@H:16]1[CH2:21][CH2:20][C@H:19]([CH2:22][N:23]([CH3:25])[CH3:24])[CH2:18][CH2:17]1.[CH3:26][O:27][C:28]1[CH:33]=[CH:32][C:31](B(O)O)=[CH:30][CH:29]=1.C1(N)C(F)=C(F)C(F)=C(N)C=1F.[ClH:49].Cl.